Predict the reaction yield, written as a fraction of the theoretical maximum amount of product (1.0 means a 100% yield; for example, 0.34 means a 34% yield). From a dataset of Reaction yield outcomes from USPTO patents with 853,638 reactions. (1) The reactants are [H-].[Na+].C(O[C:6](=O)[CH2:7][C@@H:8]([N:10]([CH2:17][C:18]1[CH:23]=[CH:22][CH:21]=[CH:20][CH:19]=1)[CH2:11][C:12]([O:14]CC)=O)C)C.[CH2:25](O)C. The catalyst is C1(C)C=CC=CC=1.C(OCC)(=O)C.Cl. The product is [CH2:17]([N:10]1[CH2:8][C@@H:7]([CH3:6])[CH2:25][C:12](=[O:14])[CH2:11]1)[C:18]1[CH:19]=[CH:20][CH:21]=[CH:22][CH:23]=1. The yield is 0.430. (2) The reactants are [Br:1][C:2]1[C:3]([N:21]2[CH2:26][CH2:25][CH2:24][C@@H:23]([NH:27]C(=O)OC(C)(C)C)[CH2:22]2)=[C:4]2[C:10]([NH:11][C:12]([C:14]3([C:17]([F:20])([F:19])[F:18])[CH2:16][CH2:15]3)=[O:13])=[CH:9][NH:8][C:5]2=[N:6][CH:7]=1.[ClH:35]. The catalyst is C(O)(C(F)(F)F)=O.CO.CCOCC. The product is [ClH:35].[NH2:27][C@@H:23]1[CH2:24][CH2:25][CH2:26][N:21]([C:3]2[C:2]([Br:1])=[CH:7][N:6]=[C:5]3[NH:8][CH:9]=[C:10]([NH:11][C:12]([C:14]4([C:17]([F:18])([F:19])[F:20])[CH2:16][CH2:15]4)=[O:13])[C:4]=23)[CH2:22]1. The yield is 0.940. (3) The reactants are [CH2:1]([O:3][C:4]([C:6]1[C:7]([CH3:26])=[N:8][C:9]([NH:13][CH2:14]/[CH:15]=[CH:16]/B2OC(C)(C)C(C)(C)O2)=[N:10][C:11]=1[CH3:12])=[O:5])[CH3:2].[Br:27][C:28]1[CH:29]=[C:30]([OH:36])[CH:31]=[C:32](Br)[C:33]=1[CH3:34].[F-].[Cs+]. The catalyst is C1COCC1.C1([C-]2C(C3C=CC=CC=3)=C(C3C=CC=CC=3)C(C3C=CC=CC=3)=C2C2C=CC=CC=2)C=CC=CC=1.C(P(C(C)(C)C)[C-]1C=CC=C1)(C)(C)C.[Fe+2]. The product is [CH2:1]([O:3][C:4]([C:6]1[C:11]([CH3:12])=[N:10][C:9]([NH:13][CH2:14]/[CH:15]=[CH:16]/[C:32]2[CH:31]=[C:30]([OH:36])[CH:29]=[C:28]([Br:27])[C:33]=2[CH3:34])=[N:8][C:7]=1[CH3:26])=[O:5])[CH3:2]. The yield is 0.540. (4) The reactants are [CH3:1][O:2][C:3](=[O:17])[C:4]1[CH:9]=[C:8]([C:10]#[N:11])[N:7]=[C:6]([NH:12][C@H:13]([CH2:15][CH3:16])[CH3:14])[CH:5]=1.[N-:18]=[N+:19]=[N-:20].[Na+].Cl.C(N(CC)CC)C. The catalyst is C1(C)C=CC=CC=1. The product is [CH3:1][O:2][C:3](=[O:17])[C:4]1[CH:9]=[C:8]([C:10]2[N:18]=[N:19][NH:20][N:11]=2)[N:7]=[C:6]([NH:12][C@H:13]([CH2:15][CH3:16])[CH3:14])[CH:5]=1. The yield is 0.650. (5) The reactants are [Cl-].C[O:3]C[P+](C1C=CC=CC=1)(C1C=CC=CC=1)C1C=CC=CC=1.C1([Li])C=CC=CC=1.[CH2:31]([O:35][CH2:36][CH2:37][CH2:38][CH3:39])CCC.[Cl:40][C:41]1[CH:48]=CC(C#N)=[CH:43][CH:42]=1. The catalyst is O1CCCC1. The product is [Cl:40][C:41]1[CH:48]=[CH:39][C:38]([C:37](=[O:3])[CH2:36][O:35][CH3:31])=[CH:43][CH:42]=1. The yield is 0.510. (6) The catalyst is CCOCC.C1COCC1. The product is [O:19]=[C:13]1[CH2:18][CH:17]2[CH2:16][CH2:15][CH:14]1[CH2:22][CH:21]2[C:20]([O:24][CH3:25])=[O:23]. The reactants are C(NC(C)C)(C)C.C([Li])CCC.[C:13]1(=[O:19])[CH2:18][CH2:17][CH2:16][CH:15]=[CH:14]1.[C:20]([O:24][CH3:25])(=[O:23])[CH:21]=[CH2:22].[Cl-].[NH4+]. The yield is 0.310.